From a dataset of hERG potassium channel inhibition data for cardiac toxicity prediction from Karim et al.. Regression/Classification. Given a drug SMILES string, predict its toxicity properties. Task type varies by dataset: regression for continuous values (e.g., LD50, hERG inhibition percentage) or binary classification for toxic/non-toxic outcomes (e.g., AMES mutagenicity, cardiotoxicity, hepatotoxicity). Dataset: herg_karim. The molecule is CN1CCC(Cc2ccc3c(c2)Cc2c(-c4csc(C#CCOc5ccccc5)c4)n[nH]c2-3)CC1. The result is 1 (blocker).